The task is: Predict the reactants needed to synthesize the given product.. This data is from Full USPTO retrosynthesis dataset with 1.9M reactions from patents (1976-2016). Given the product [CH2:32]([O:34][C:35]1[CH:36]=[C:37]([O:82][CH:84]2[CH2:89][CH2:88][N:87]([CH3:90])[CH2:86][CH2:85]2)[C:38]([F:81])=[C:39]([N:41]([CH2:50][C:51]2[N:52]([C:62]([C:75]3[CH:76]=[CH:77][CH:78]=[CH:79][CH:80]=3)([C:69]3[CH:70]=[CH:71][CH:72]=[CH:73][CH:74]=3)[C:63]3[CH:68]=[CH:67][CH:66]=[CH:65][CH:64]=3)[CH:53]=[C:54]([C:56]3[CH:61]=[CH:60][CH:59]=[CH:58][CH:57]=3)[N:55]=2)[C:42]2[CH:43]=[CH:44][C:45]([C:46]#[N:47])=[CH:48][CH:49]=2)[CH:40]=1)[CH3:33], predict the reactants needed to synthesize it. The reactants are: C1(P(C2C=CC=CC=2)C2C=CC=CC=2)C=CC=CC=1.CCOC(/N=N/C(OCC)=O)=O.[CH2:32]([O:34][C:35]1[CH:36]=[C:37]([OH:82])[C:38]([F:81])=[C:39]([N:41]([CH2:50][C:51]2[N:52]([C:62]([C:75]3[CH:80]=[CH:79][CH:78]=[CH:77][CH:76]=3)([C:69]3[CH:74]=[CH:73][CH:72]=[CH:71][CH:70]=3)[C:63]3[CH:68]=[CH:67][CH:66]=[CH:65][CH:64]=3)[CH:53]=[C:54]([C:56]3[CH:61]=[CH:60][CH:59]=[CH:58][CH:57]=3)[N:55]=2)[C:42]2[CH:49]=[CH:48][C:45]([C:46]#[N:47])=[CH:44][CH:43]=2)[CH:40]=1)[CH3:33].O[CH:84]1[CH2:89][CH2:88][N:87]([CH3:90])[CH2:86][CH2:85]1.